Dataset: Forward reaction prediction with 1.9M reactions from USPTO patents (1976-2016). Task: Predict the product of the given reaction. (1) Given the reactants O.[OH-].[Li+].C[O:5][C:6](=[O:17])[C:7]1[CH:12]=[CH:11][C:10]([CH2:13][O:14][CH3:15])=[N:9][C:8]=1[NH2:16].O1CCCC1.C(O)(=O)C, predict the reaction product. The product is: [NH2:16][C:8]1[N:9]=[C:10]([CH2:13][O:14][CH3:15])[CH:11]=[CH:12][C:7]=1[C:6]([OH:17])=[O:5]. (2) Given the reactants [C:1]([O:4][C:5]1[CH:10]=[CH:9][C:8]([O:11]CC2C=CC=CC=2)=[C:7]([C:19]([CH3:22])([CH3:21])[CH3:20])[C:6]=1[F:23])(=[O:3])[CH3:2], predict the reaction product. The product is: [C:1]([O:4][C:5]1[CH:10]=[CH:9][C:8]([OH:11])=[C:7]([C:19]([CH3:22])([CH3:21])[CH3:20])[C:6]=1[F:23])(=[O:3])[CH3:2]. (3) Given the reactants CS(O)(=O)=O.OO.[Cl:8][C:9]1[CH:44]=[CH:43][CH:42]=[CH:41][C:10]=1[CH2:11][N:12]1[C:20]2[C:19](=[O:21])[N:18]([CH3:22])[C:17](=[O:23])[N:16]([CH3:24])[C:15]=2[C:14](C=O)=[C:13]1[N:27]1[CH2:32][CH2:31][CH2:30][C@@H:29]([NH:33][C:34](=[O:40])[O:35][C:36]([CH3:39])([CH3:38])[CH3:37])[CH2:28]1.S([O-])([O-])=[O:46].[Na+].[Na+], predict the reaction product. The product is: [Cl:8][C:9]1[CH:44]=[CH:43][CH:42]=[CH:41][C:10]=1[CH2:11][N:12]1[C:20]2[C:19](=[O:21])[N:18]([CH3:22])[C:17](=[O:23])[N:16]([CH3:24])[C:15]=2[C:14]([OH:46])=[C:13]1[N:27]1[CH2:32][CH2:31][CH2:30][C@@H:29]([NH:33][C:34](=[O:40])[O:35][C:36]([CH3:38])([CH3:39])[CH3:37])[CH2:28]1. (4) Given the reactants [O:1]=[C:2]1[N:11]([NH:12][S:13]([CH3:16])(=[O:15])=[O:14])[C:10](=[O:17])[C:9]2[C:4](=[CH:5][C:6]([C:23]([F:26])([F:25])[F:24])=[C:7]([N:18]3[CH:22]=[CH:21][CH:20]=[CH:19]3)[CH:8]=2)[NH:3]1.Cl[C:28]([O:30][CH3:31])=[O:29], predict the reaction product. The product is: [CH3:31][O:30][C:28](=[O:29])[N:12]([N:11]1[C:10](=[O:17])[C:9]2[C:4](=[CH:5][C:6]([C:23]([F:25])([F:26])[F:24])=[C:7]([N:18]3[CH:19]=[CH:20][CH:21]=[CH:22]3)[CH:8]=2)[NH:3][C:2]1=[O:1])[S:13]([CH3:16])(=[O:15])=[O:14].